The task is: Binary Classification. Given a T-cell receptor sequence (or CDR3 region) and an epitope sequence, predict whether binding occurs between them.. This data is from TCR-epitope binding with 47,182 pairs between 192 epitopes and 23,139 TCRs. (1) The epitope is FVRATATIPI. The TCR CDR3 sequence is CASSQDSFGTLEGLAGETQYF. Result: 0 (the TCR does not bind to the epitope). (2) The epitope is ALSKGVHFV. The TCR CDR3 sequence is CASSLEIMWPLNTEAFF. Result: 1 (the TCR binds to the epitope). (3) The epitope is KPLEFGATSAAL. The TCR CDR3 sequence is CASSYMGVEQFF. Result: 0 (the TCR does not bind to the epitope). (4) The epitope is ARMILMTHF. The TCR CDR3 sequence is CASSQPPDQQYF. Result: 0 (the TCR does not bind to the epitope). (5) The epitope is KLPDDFTGCV. The TCR CDR3 sequence is CASSYSPGLYEQYF. Result: 1 (the TCR binds to the epitope). (6) The epitope is TLVPQEHYV. The TCR CDR3 sequence is CASSLGAGVQETQYF. Result: 0 (the TCR does not bind to the epitope). (7) The epitope is YLNTLTLAV. The TCR CDR3 sequence is CASSLTGAMNTEAFF. Result: 1 (the TCR binds to the epitope). (8) The epitope is SFHSLHLLF. The TCR CDR3 sequence is CSARGGTGNGYTF. Result: 0 (the TCR does not bind to the epitope).